Dataset: Forward reaction prediction with 1.9M reactions from USPTO patents (1976-2016). Task: Predict the product of the given reaction. (1) Given the reactants [CH3:1][C:2]1[N:3]=[CH:4][N:5]([C:7]2[CH:13]=[CH:12][C:10]([NH2:11])=[CH:9][CH:8]=2)[CH:6]=1.CC1N(C2C=CC(N)=CC=2)C=NC=1.Cl[C:28]1[CH:29]=[CH:30][C:31]2[CH2:32][N:33]([CH2:45][CH2:46][OH:47])[CH2:34][C@@H:35]([C:39]3[CH:44]=[CH:43][CH:42]=[CH:41][CH:40]=3)[O:36][C:37]=2[N:38]=1, predict the reaction product. The product is: [CH3:1][C:2]1[N:3]=[CH:4][N:5]([C:7]2[CH:13]=[CH:12][C:10]([NH:11][C:28]3[CH:29]=[CH:30][C:31]4[CH2:32][N:33]([CH2:45][CH2:46][OH:47])[CH2:34][C@@H:35]([C:39]5[CH:44]=[CH:43][CH:42]=[CH:41][CH:40]=5)[O:36][C:37]=4[N:38]=3)=[CH:9][CH:8]=2)[CH:6]=1. (2) Given the reactants [Cl:1][C:2]1[CH:23]=[CH:22][C:5]([CH2:6][N:7]2[C:16]3[C:11](=[CH:12][C:13]([O:17][CH3:18])=[CH:14][CH:15]=3)[C:10](=[O:19])[C:9]([C:20]#[N:21])=[CH:8]2)=[CH:4][CH:3]=1.[OH-:24].[Na+], predict the reaction product. The product is: [CH2:10]([C:9]1[O:24][C:20]([C:9]2[C:10](=[O:19])[C:11]3[C:16](=[CH:15][CH:14]=[C:13]([O:17][CH3:18])[CH:12]=3)[N:7]([CH2:6][C:5]3[CH:4]=[CH:3][C:2]([Cl:1])=[CH:23][CH:22]=3)[CH:8]=2)=[N:21][CH:8]=1)[C:11]1[CH:16]=[CH:15][CH:14]=[CH:13][CH:12]=1. (3) Given the reactants [F:1][C:2]1[CH:7]=[CH:6][C:5](N)=[CH:4][C:3]=1[C:9]1[CH:14]=[CH:13][C:12]([F:15])=[CH:11][N:10]=1.N([O-])=O.[Na+].[OH-].[Na+].[OH-].[NH4+].[BrH:24], predict the reaction product. The product is: [Br:24][C:5]1[CH:6]=[CH:7][C:2]([F:1])=[C:3]([C:9]2[CH:14]=[CH:13][C:12]([F:15])=[CH:11][N:10]=2)[CH:4]=1. (4) The product is: [F:35][C:34]([F:36])([F:37])[C:31]1[CH:30]=[CH:29][C:28]([C:24]2[CH:25]=[CH:26][CH:27]=[C:22]([CH2:21][O:20][C:17]3[CH:18]=[CH:19][C:14]([CH:8]([C:9]([N:11]([CH3:13])[CH3:12])=[O:10])[CH2:7][C:6]([OH:38])=[O:5])=[CH:15][CH:16]=3)[CH:23]=2)=[CH:33][CH:32]=1. Given the reactants C([O:5][C:6](=[O:38])[CH2:7][CH:8]([C:14]1[CH:19]=[CH:18][C:17]([O:20][CH2:21][C:22]2[CH:23]=[C:24]([C:28]3[CH:33]=[CH:32][C:31]([C:34]([F:37])([F:36])[F:35])=[CH:30][CH:29]=3)[CH:25]=[CH:26][CH:27]=2)=[CH:16][CH:15]=1)[C:9]([N:11]([CH3:13])[CH3:12])=[O:10])(C)(C)C, predict the reaction product. (5) Given the reactants [C:1](OC(=O)C)(=[O:3])[CH3:2].[CH3:8][O:9][C:10]1[CH:11]=[C:12]([C:18]([C@@H:20]2[C@:29]3([CH3:30])[C@H:24]([C:25]([CH3:32])([CH3:31])[CH2:26][CH2:27][CH2:28]3)[CH2:23][CH:22]([CH2:33][NH2:34])[C@H:21]2[CH3:35])=[O:19])[CH:13]=[C:14]([O:16][CH3:17])[CH:15]=1.C([O-])(O)=O.[Na+], predict the reaction product. The product is: [CH3:17][O:16][C:14]1[CH:13]=[C:12]([C:18]([C@@H:20]2[C@:29]3([CH3:30])[C@H:24]([C:25]([CH3:31])([CH3:32])[CH2:26][CH2:27][CH2:28]3)[CH2:23][C@@H:22]([CH2:33][NH:34][C:1](=[O:3])[CH3:2])[C@H:21]2[CH3:35])=[O:19])[CH:11]=[C:10]([O:9][CH3:8])[CH:15]=1. (6) Given the reactants [OH:1][C:2]([C:4]([F:7])([F:6])[F:5])=[O:3].C([N:15]1[CH2:24][CH2:23][C:22]2[C:17](=[N:18][C:19]([N:30]3[CH2:35][CH2:34][CH:33]([O:36][C:37]4[CH:42]=[CH:41][C:40]([F:43])=[CH:39][C:38]=4[F:44])[CH2:32][CH2:31]3)=[C:20]([NH:25][CH2:26][CH:27]([F:29])[F:28])[N:21]=2)[CH2:16]1)C1C=CC=CC=1, predict the reaction product. The product is: [F:29][CH:27]([F:28])[CH2:26][NH:25][C:20]1[N:21]=[C:22]2[CH2:23][CH2:24][NH:15][CH2:16][C:17]2=[N:18][C:19]=1[N:30]1[CH2:31][CH2:32][CH:33]([O:36][C:37]2[CH:42]=[CH:41][C:40]([F:43])=[CH:39][C:38]=2[F:44])[CH2:34][CH2:35]1.[C:2]([OH:3])([C:4]([F:7])([F:6])[F:5])=[O:1]. (7) Given the reactants [CH3:1][O:2][C:3]1[CH:8]=[C:7]([CH2:9][O:10][CH3:11])[CH:6]=[C:5]([O:12][CH3:13])[C:4]=1[C:14]1[N:15]([NH:20][C:21](=[O:28])[CH2:22][C:23]([O:25][CH2:26][CH3:27])=[O:24])[C:16](=S)[S:17][CH:18]=1.IC, predict the reaction product. The product is: [CH3:1][O:2][C:3]1[CH:8]=[C:7]([CH2:9][O:10][CH3:11])[CH:6]=[C:5]([O:12][CH3:13])[C:4]=1[C:14]1[N:15]2[N:20]=[C:21]([OH:28])[C:22]([C:23]([O:25][CH2:26][CH3:27])=[O:24])=[C:16]2[S:17][CH:18]=1.